The task is: Regression/Classification. Given a drug SMILES string, predict its absorption, distribution, metabolism, or excretion properties. Task type varies by dataset: regression for continuous measurements (e.g., permeability, clearance, half-life) or binary classification for categorical outcomes (e.g., BBB penetration, CYP inhibition). Dataset: cyp2d6_substrate_carbonmangels.. This data is from CYP2D6 substrate classification data from Carbon-Mangels et al.. (1) The result is 0 (non-substrate). The drug is CCCc1nc2c(C)cc(-c3nc4ccccc4n3C)cc2n1Cc1ccc(-c2ccccc2C(=O)O)cc1. (2) The compound is COc1cccc([C@@]2(O)CCCC[C@@H]2CN(C)C)c1. The result is 1 (substrate). (3) The compound is CC[C@H](C)C(=O)O[C@H]1CCC=C2C=C[C@H](C)[C@H](CC[C@@H]3C[C@@H](O)CC(=O)O3)[C@H]21. The result is 0 (non-substrate). (4) The compound is Cc1cc(NS(=O)(=O)c2ccc(N)cc2)no1. The result is 0 (non-substrate). (5) The drug is C[C@]12CC(=O)[C@H]3[C@@H](CCC4=CC(=O)C=C[C@@]43C)[C@@H]1CC[C@]2(O)C(=O)CO. The result is 0 (non-substrate). (6) The drug is CC(=O)[C@@]1(O)CC[C@H]2[C@@H]3C[C@H](C)C4=CC(=O)CC[C@]4(C)[C@H]3CC[C@@]21C. The result is 0 (non-substrate). (7) The molecule is CCN(CC)CCC[C@H](C)Nc1ccnc2cc(Cl)ccc12. The result is 1 (substrate). (8) The molecule is OCCN1CCN(CCCN2c3ccccc3C=Cc3ccccc32)CC1. The result is 1 (substrate). (9) The drug is Nc1ccc(S(=O)(=O)Nc2ccnn2-c2ccccc2)cc1. The result is 0 (non-substrate). (10) The compound is C[C@@H](C(=O)O)c1ccc2c(c1)CC(=O)c1ccccc1S2. The result is 0 (non-substrate).